This data is from Full USPTO retrosynthesis dataset with 1.9M reactions from patents (1976-2016). The task is: Predict the reactants needed to synthesize the given product. (1) Given the product [CH2:6]([N:11]1[CH:15]=[CH:14][N:13]=[CH:12]1)[CH2:7][CH2:8][C:9]#[CH:10], predict the reactants needed to synthesize it. The reactants are: CS(O[CH2:6][CH2:7][CH2:8][C:9]#[CH:10])(=O)=O.[NH:11]1[CH:15]=[CH:14][N:13]=[CH:12]1.C([O-])([O-])=O.[K+].[K+].C(Cl)Cl. (2) Given the product [OH:2][C:3]1[CH:8]=[CH:7][C:6]([OH:9])=[CH:5][C:4]=1[C:11]([C:13]1[CH:18]=[CH:17][C:16]([OH:19])=[CH:15][CH:14]=1)=[O:12], predict the reactants needed to synthesize it. The reactants are: C[O:2][C:3]1[CH:8]=[CH:7][C:6]([O:9]C)=[CH:5][C:4]=1[C:11]([C:13]1[CH:18]=[CH:17][C:16]([O:19]C)=[CH:15][CH:14]=1)=[O:12].Cl.N1C=CC=CC=1.C(Cl)Cl.